This data is from Orexin1 receptor HTS with 218,158 compounds and 233 confirmed actives. The task is: Binary Classification. Given a drug SMILES string, predict its activity (active/inactive) in a high-throughput screening assay against a specified biological target. (1) The molecule is S(c1[nH]c(c(CC)c(=O)n1)C)CC(=O)Nc1sc(CC(OCC)=O)cn1. The result is 0 (inactive). (2) The drug is O=C(c1cc(NC(=O)C)ccc1)/C=C\c1[nH]ccc1. The result is 0 (inactive).